This data is from Full USPTO retrosynthesis dataset with 1.9M reactions from patents (1976-2016). The task is: Predict the reactants needed to synthesize the given product. (1) Given the product [CH3:1][C:2]1[CH:11]=[CH:10][CH:9]=[C:8]2[C:3]=1[CH:4]=[C:5]([C:13]1[CH:20]=[CH:19][C:16]([C:17]([OH:24])=[O:21])=[CH:15][CH:14]=1)[NH:6][C:7]2=[O:12], predict the reactants needed to synthesize it. The reactants are: [CH3:1][C:2]1[CH:11]=[CH:10][CH:9]=[C:8]2[C:3]=1[CH:4]=[C:5]([C:13]1[CH:20]=[CH:19][C:16]([C:17]#N)=[CH:15][CH:14]=1)[NH:6][C:7]2=[O:12].[OH-:21].[Na+].Cl.[OH2:24]. (2) Given the product [CH3:1][C:2]1[CH:7]=[C:6]([CH3:8])[CH:5]=[CH:4][C:3]=1[C:9]1[CH:14]=[CH:13][CH:12]=[C:11]([CH2:15][OH:16])[CH:10]=1, predict the reactants needed to synthesize it. The reactants are: [CH3:1][C:2]1[CH:7]=[C:6]([CH3:8])[CH:5]=[CH:4][C:3]=1[C:9]1[CH:14]=[CH:13][CH:12]=[C:11]([C:15](OCC)=[O:16])[CH:10]=1.[H-].[Al+3].[Li+].[H-].[H-].[H-].O.O.O.O.O.O.O.O.O.O.S([O-])([O-])(=O)=O.[Na+].[Na+]. (3) Given the product [CH3:33][O:32][C:5]1[CH:4]=[N:3][C:2]([NH:40][C:37]2[CH:38]=[CH:39][N:34]=[CH:35][N:36]=2)=[C:7]2[NH:8][CH:9]=[C:10]([C:11](=[O:31])[C:12]([N:14]3[CH2:19][CH2:18][N:17]([C:20]4[N:24]([C:25]5[CH:30]=[CH:29][CH:28]=[CH:27][N:26]=5)[N:23]=[N:22][N:21]=4)[CH2:16][CH2:15]3)=[O:13])[C:6]=12, predict the reactants needed to synthesize it. The reactants are: Br[C:2]1[N:3]=[CH:4][C:5]([O:32][CH3:33])=[C:6]2[C:10]([C:11](=[O:31])[C:12]([N:14]3[CH2:19][CH2:18][N:17]([C:20]4[N:24]([C:25]5[CH:30]=[CH:29][CH:28]=[CH:27][N:26]=5)[N:23]=[N:22][N:21]=4)[CH2:16][CH2:15]3)=[O:13])=[CH:9][NH:8][C:7]=12.[N:34]1[CH:39]=[CH:38][C:37]([NH2:40])=[N:36][CH:35]=1.C1(P(C2C=CC=CC=2)C2C3OC4C(=CC=CC=4P(C4C=CC=CC=4)C4C=CC=CC=4)C(C)(C)C=3C=CC=2)C=CC=CC=1.C(=O)([O-])[O-].[Cs+].[Cs+].